This data is from Peptide-MHC class I binding affinity with 185,985 pairs from IEDB/IMGT. The task is: Regression. Given a peptide amino acid sequence and an MHC pseudo amino acid sequence, predict their binding affinity value. This is MHC class I binding data. (1) The peptide sequence is LIFILLTAV. The MHC is HLA-A02:03 with pseudo-sequence HLA-A02:03. The binding affinity (normalized) is 0.627. (2) The peptide sequence is SSNVANYQK. The MHC is HLA-A01:01 with pseudo-sequence HLA-A01:01. The binding affinity (normalized) is 0.0847. (3) The peptide sequence is YHFDPVHHL. The MHC is HLA-B44:02 with pseudo-sequence HLA-B44:02. The binding affinity (normalized) is 0.0847. (4) The peptide sequence is VLQQIFHSS. The MHC is HLA-A02:11 with pseudo-sequence HLA-A02:11. The binding affinity (normalized) is 0.559. (5) The peptide sequence is EEAKQIVQRHL. The MHC is Mamu-A11 with pseudo-sequence Mamu-A11. The binding affinity (normalized) is 0.176.